From a dataset of Catalyst prediction with 721,799 reactions and 888 catalyst types from USPTO. Predict which catalyst facilitates the given reaction. (1) Reactant: BrC1C=C([C:8]2[N:16]3[C:11]([CH:12]=[N:13][C:14]([NH:17][C:18]4[CH:23]=[C:22]([O:24][CH3:25])[C:21]([O:26][CH3:27])=[C:20]([O:28][CH3:29])[CH:19]=4)=[N:15]3)=[C:10]([CH3:30])[N:9]=2)C=CC=1.C(S(C1C=CC(OC)=C(C=1)N)(=O)=O)C.C(P(C(C)(C)C)C1C=CC=CC=1C1C=CC=CC=1)(C)(C)C.CC(C)([O-])C.[Na+]. Product: [CH3:30][C:10]1[N:9]=[CH:8][N:16]2[C:11]=1[CH:12]=[N:13][C:14]([NH:17][C:18]1[CH:19]=[C:20]([O:28][CH3:29])[C:21]([O:26][CH3:27])=[C:22]([O:24][CH3:25])[CH:23]=1)=[N:15]2. The catalyst class is: 12. (2) Reactant: [Cl:1][C:2]1[C:3]2[N:4]([C:8]([CH:12]3[CH2:15][C:14](CO)([OH:16])[CH2:13]3)=[N:9][C:10]=2[I:11])[CH:5]=[CH:6][N:7]=1.I([O-])(=O)(=O)=O.[Na+]. Product: [Cl:1][C:2]1[C:3]2[N:4]([C:8]([CH:12]3[CH2:13][C:14](=[O:16])[CH2:15]3)=[N:9][C:10]=2[I:11])[CH:5]=[CH:6][N:7]=1. The catalyst class is: 20.